From a dataset of Reaction yield outcomes from USPTO patents with 853,638 reactions. Predict the reaction yield, written as a fraction of the theoretical maximum amount of product (1.0 means a 100% yield; for example, 0.34 means a 34% yield). (1) The yield is 0.380. The reactants are [NH2:1][CH2:2][CH2:3][CH2:4][N:5]1[CH2:10][CH2:9][N:8]([CH3:11])[CH2:7][CH2:6]1.[C:12]([O:16][CH2:17][CH3:18])(=[O:15])[CH:13]=O.CC(O)=O.[BH3-]C#N.[Na+]. The product is [CH2:17]([O:16][C:12](=[O:15])[CH2:13][NH:1][CH2:2][CH2:3][CH2:4][N:5]1[CH2:6][CH2:7][N:8]([CH3:11])[CH2:9][CH2:10]1)[CH3:18]. The catalyst is CO.C([O-])(O)=O.[Na+]. (2) The reactants are [F:18][C:15]1([F:19])[CH2:16][CH2:17][C@@H:13]([N:11]2[CH2:12][N:11]([C@@H:13]3[CH2:17][CH2:16][C:15]([F:19])([F:18])[CH2:14]3)[CH2:12][N:11]([C@@H:13]3[CH2:17][CH2:16][C:15]([F:19])([F:18])[CH2:14]3)[CH2:12]2)[CH2:14]1.[CH3:28][O:29][C:30]([O:34][Si](C)(C)C)=[C:31]([CH3:33])[CH3:32]. The catalyst is ClCCl.OS(C(F)(F)F)(=O)=O. The product is [F:19][C:15]1([F:18])[CH2:16][CH2:17][C@@H:13]([NH:11][CH2:12][C:31]([CH3:33])([CH3:32])[C:30]([O:29][CH3:28])=[O:34])[CH2:14]1. The yield is 0.880. (3) The reactants are Cl[C:2]1[C:11]2[C:6](=[C:7]([C:12]3[CH:16]=[CH:15][S:14][CH:13]=3)[CH:8]=[CH:9][CH:10]=2)[N:5]=[CH:4][N:3]=1.[CH3:17][C:18]1[N:19]=[CH:20][N:21]([C:24]2[CH:25]=[C:26]([CH:28]=[CH:29][CH:30]=2)[NH2:27])[C:22]=1[CH3:23].C(=O)([O-])O.[Na+]. The catalyst is CN1CCN(C)C1=O. The product is [CH3:17][C:18]1[N:19]=[CH:20][N:21]([C:24]2[CH:25]=[C:26]([NH:27][C:2]3[C:11]4[C:6](=[C:7]([C:12]5[CH:16]=[CH:15][S:14][CH:13]=5)[CH:8]=[CH:9][CH:10]=4)[N:5]=[CH:4][N:3]=3)[CH:28]=[CH:29][CH:30]=2)[C:22]=1[CH3:23]. The yield is 0.831. (4) The reactants are B(F)(F)F.CCOCC.[C:10]([CH2:12][C:13]1([N:30]2[CH:34]=[C:33]([C:35]3[C:36]4[CH:43]=[CH:42][N:41](COCC[Si](C)(C)C)[C:37]=4[N:38]=[CH:39][N:40]=3)[CH:32]=[N:31]2)[CH2:16][N:15]([C:17]2[CH:28]=[CH:27][C:20]([C:21]([NH:23][CH:24]([CH3:26])[CH3:25])=[O:22])=[CH:19][C:18]=2[F:29])[CH2:14]1)#[N:11].[OH-].[NH4+].C([O-])(O)=O.[Na+]. The catalyst is C(#N)C.O. The product is [C:10]([CH2:12][C:13]1([N:30]2[CH:34]=[C:33]([C:35]3[C:36]4[CH:43]=[CH:42][NH:41][C:37]=4[N:38]=[CH:39][N:40]=3)[CH:32]=[N:31]2)[CH2:16][N:15]([C:17]2[CH:28]=[CH:27][C:20]([C:21]([NH:23][CH:24]([CH3:26])[CH3:25])=[O:22])=[CH:19][C:18]=2[F:29])[CH2:14]1)#[N:11]. The yield is 0.630. (5) The reactants are [CH:1]1([S:6][CH:7]([C:11]2[CH:16]=[CH:15][C:14]([O:17][C:18]([F:21])([F:20])[F:19])=[CH:13][CH:12]=2)[C:8]([OH:10])=O)[CH2:5][CH2:4][CH2:3][CH2:2]1.[NH2:22][C:23]1[CH:28]=[CH:27][CH:26]=[CH:25][N:24]=1. The catalyst is C1COCC1. The product is [CH:1]1([S:6][CH:7]([C:11]2[CH:16]=[CH:15][C:14]([O:17][C:18]([F:21])([F:20])[F:19])=[CH:13][CH:12]=2)[C:8]([NH:22][C:23]2[CH:28]=[CH:27][CH:26]=[CH:25][N:24]=2)=[O:10])[CH2:2][CH2:3][CH2:4][CH2:5]1. The yield is 0.800. (6) The reactants are [CH3:1][C:2]1[CH:11]=[CH:10][C:5]([C:6]([O:8][CH3:9])=[O:7])=[CH:4][C:3]=1[N:12]1[C:17](=[O:18])[CH2:16][C:15](=[O:19])[N:14]=[C:13]1[CH3:20].C([O-])([O-])=O.[K+].[K+].[F:27][C:28]1[CH:35]=[C:34]([F:36])[CH:33]=[CH:32][C:29]=1[CH2:30]Br. The catalyst is CN(C=O)C.C1OCCOCCOCCOCCOCCOC1. The product is [F:27][C:28]1[CH:35]=[C:34]([F:36])[CH:33]=[CH:32][C:29]=1[CH2:30][O:19][C:15]1[N:14]=[C:13]([CH3:20])[N:12]([C:3]2[CH:4]=[C:5]([CH:10]=[CH:11][C:2]=2[CH3:1])[C:6]([O:8][CH3:9])=[O:7])[C:17](=[O:18])[CH:16]=1. The yield is 0.820. (7) The reactants are [Br:1][C:2]1[CH:7]=[CH:6][C:5]([C@@H:8]([NH:10][CH2:11][CH2:12][C:13]([CH:18]([CH3:20])[CH3:19])([OH:17])[CH2:14][CH:15]=[CH2:16])[CH3:9])=[CH:4][CH:3]=1.C(N(CC)CC)C.Cl[C:29](Cl)([O:31]C(=O)OC(Cl)(Cl)Cl)Cl. The catalyst is C(Cl)Cl. The product is [CH2:14]([C:13]1([CH:18]([CH3:20])[CH3:19])[O:17][C:29](=[O:31])[N:10]([C@H:8]([C:5]2[CH:4]=[CH:3][C:2]([Br:1])=[CH:7][CH:6]=2)[CH3:9])[CH2:11][CH2:12]1)[CH:15]=[CH2:16]. The yield is 0.560.